From a dataset of Reaction yield outcomes from USPTO patents with 853,638 reactions. Predict the reaction yield, written as a fraction of the theoretical maximum amount of product (1.0 means a 100% yield; for example, 0.34 means a 34% yield). The product is [CH:24]1([NH:28][C:19](=[O:21])[C:18]2[CH:22]=[CH:23][C:15]([O:14][CH2:13][C:3]3[C:4]([C:7]4[CH:8]=[CH:9][CH:10]=[CH:11][CH:12]=4)=[N:5][O:6][C:2]=3[CH3:1])=[N:16][CH:17]=2)[CH2:27][CH2:26][CH2:25]1. The yield is 0.560. The reactants are [CH3:1][C:2]1[O:6][N:5]=[C:4]([C:7]2[CH:12]=[CH:11][CH:10]=[CH:9][CH:8]=2)[C:3]=1[CH2:13][O:14][C:15]1[CH:23]=[CH:22][C:18]([C:19]([OH:21])=O)=[CH:17][N:16]=1.[CH:24]1([NH2:28])[CH2:27][CH2:26][CH2:25]1. No catalyst specified.